This data is from Full USPTO retrosynthesis dataset with 1.9M reactions from patents (1976-2016). The task is: Predict the reactants needed to synthesize the given product. Given the product [F:1][C:2]([F:16])([F:17])[C:3]1[CH:4]=[C:5]([C@H:13]([O:15][CH2:22][CH:21]=[CH2:20])[CH3:14])[CH:6]=[C:7]([C:9]([F:10])([F:11])[F:12])[CH:8]=1, predict the reactants needed to synthesize it. The reactants are: [F:1][C:2]([F:17])([F:16])[C:3]1[CH:4]=[C:5]([C@H:13]([OH:15])[CH3:14])[CH:6]=[C:7]([C:9]([F:12])([F:11])[F:10])[CH:8]=1.[H-].[Na+].[CH2:20](Br)[CH:21]=[CH2:22].